Dataset: Catalyst prediction with 721,799 reactions and 888 catalyst types from USPTO. Task: Predict which catalyst facilitates the given reaction. (1) Reactant: [Br:1][C:2]1[N:3]=[C:4](Br)[C:5]2[N:6]([CH:8]=[CH:9][N:10]=2)[CH:7]=1.CO.[CH3:14][S-:15].[Na+]. Product: [Br:1][C:2]1[N:3]=[C:4]([S:15][CH3:14])[C:5]2[N:6]([CH:8]=[CH:9][N:10]=2)[CH:7]=1. The catalyst class is: 6. (2) Reactant: [CH3:1][O:2][C:3]1[CH:4]=[C:5]([CH:7]=[CH:8][C:9]=1[C:10]1[CH:15]=[CH:14][N:13]=[N:12][CH:11]=1)[NH2:6].[C:16]([O:20][C:21]([NH:23][C@H:24]([CH2:28][CH:29]([CH3:31])[CH3:30])[C:25](O)=[O:26])=[O:22])([CH3:19])([CH3:18])[CH3:17].C(N(CC)C(C)C)(C)C.CN(C(ON1N=NC2C=CC=NC1=2)=[N+](C)C)C.F[P-](F)(F)(F)(F)F. Product: [CH3:1][O:2][C:3]1[CH:4]=[C:5]([NH:6][C:25](=[O:26])[C@H:24]([NH:23][C:21](=[O:22])[O:20][C:16]([CH3:19])([CH3:18])[CH3:17])[CH2:28][CH:29]([CH3:31])[CH3:30])[CH:7]=[CH:8][C:9]=1[C:10]1[CH:15]=[CH:14][N:13]=[N:12][CH:11]=1. The catalyst class is: 39. (3) Reactant: C[O:2][C:3]1[N:8]=[N:7][C:6]([N:9]2[C:17]3[C:12](=[CH:13][CH:14]=[CH:15][CH:16]=3)[CH2:11][C@H:10]2[C:18]([N:20]2[CH2:25][CH2:24][CH2:23][C@H:22]([CH3:26])[CH2:21]2)=[O:19])=[CH:5][CH:4]=1.B(Br)(Br)Br.[OH-].[Na+]. Product: [CH3:26][C@H:22]1[CH2:23][CH2:24][CH2:25][N:20]([C:18]([C@@H:10]2[CH2:11][C:12]3[C:17](=[CH:16][CH:15]=[CH:14][CH:13]=3)[N:9]2[C:6]2[CH:5]=[CH:4][C:3](=[O:2])[NH:8][N:7]=2)=[O:19])[CH2:21]1. The catalyst class is: 4. (4) Product: [Cl:1][C:2]1[CH:3]=[C:4]([CH2:5][OH:6])[CH:8]=[C:9]([CH3:11])[N:10]=1. Reactant: [Cl:1][C:2]1[CH:3]=[C:4]([CH:8]=[C:9]([CH3:11])[N:10]=1)[C:5](O)=[O:6].B.C1COCC1. The catalyst class is: 1. (5) Reactant: C[O:2][C:3]1[CH:11]=[C:10]2[C:6]([C:7]([CH3:18])=[C:8]([C:12]3[CH:17]=[CH:16][CH:15]=[CH:14][CH:13]=3)[NH:9]2)=[CH:5][CH:4]=1.Cl.N1C=CC=CC=1.C(OCC)(=O)C. Product: [OH:2][C:3]1[CH:11]=[C:10]2[C:6]([C:7]([CH3:18])=[C:8]([C:12]3[CH:17]=[CH:16][CH:15]=[CH:14][CH:13]=3)[NH:9]2)=[CH:5][CH:4]=1. The catalyst class is: 6. (6) Reactant: [F:1][C:2]1[CH:3]=[CH:4][C:5]2[N:6]([CH:8]=[C:9]([C:11]([NH:13][C@H:14]3[CH2:19][CH2:18][C@@H:17]([N:20]4[C:25](=[O:26])[C:24]5[CH:27]=[C:28]([F:31])[CH:29]=[N:30][C:23]=5[N:22]([C:32]5[CH:33]=[C:34]([C:38]6[CH:43]=[CH:42][C:41]([OH:44])=[CH:40][CH:39]=6)[CH:35]=[CH:36][CH:37]=5)[C:21]4=[O:45])[CH2:16][CH2:15]3)=[O:12])[N:10]=2)[CH:7]=1.C(=O)([O-])[O-].[Cs+].[Cs+].[I-].[K+].Cl.[CH3:55][N:56]([CH3:60])[CH2:57][CH2:58]Cl. Product: [CH3:55][N:56]([CH3:60])[CH2:57][CH2:58][O:44][C:41]1[CH:40]=[CH:39][C:38]([C:34]2[CH:35]=[CH:36][CH:37]=[C:32]([N:22]3[C:23]4[N:30]=[CH:29][C:28]([F:31])=[CH:27][C:24]=4[C:25](=[O:26])[N:20]([C@@H:17]4[CH2:18][CH2:19][C@H:14]([NH:13][C:11]([C:9]5[N:10]=[C:5]6[CH:4]=[CH:3][C:2]([F:1])=[CH:7][N:6]6[CH:8]=5)=[O:12])[CH2:15][CH2:16]4)[C:21]3=[O:45])[CH:33]=2)=[CH:43][CH:42]=1. The catalyst class is: 37.